Task: Regression. Given a target protein amino acid sequence and a drug SMILES string, predict the binding affinity score between them. We predict pKd (pKd = -log10(Kd in M); higher means stronger binding). Dataset: bindingdb_kd.. Dataset: Drug-target binding data from BindingDB using Kd measurements The compound is C=C[C@@]1(C)CC(=O)[C@@]2(O)[C@](C)(O1)[C@@H](OC(=O)NCCN)[C@@H](O)[C@H]1C(C)(C)CC[C@H](O)[C@@]12C. The target protein (P19754) has sequence MAGAPRGRGGGGGGGGAGESGGAERAAGPGGRRGLRACDEEFACPELEALFRGYTLRLEQAATLKALAVLSLLAGALALAELLGAPGPAPGLAKGSHPVHCVLFLALLVVTNVRSLQVPQLQQVGQLALLFSLTFALLCCPFALGGPAGAHAGAAAVPATADQGVWQLLLVTFVSYALLPVRSLLAIGFGLVVAASHLLVTATLVPAKRPRLWRTLGANALLFLGVNVYGIFVRILAERAQRKAFLQARNCIEDRLRLEDENEKQERLLMSLLPRNVAMEMKEDFLKPPERIFHKIYIQRHDNVSILFADIVGFTGLASQCTAQELVKLLNELFGKFDELATENHCRRIKILGDCYYCVSGLTQPKTDHAHCCVEMGLDMIDTITSVAEATEVDLNMRVGLHTGRVLCGVLGLRKWQYDVWSNDVTLANVMEAAGLPGKVHITKTTLACLNGDYEVEPGHGHERNSFLKTHNIETFFIVPSHRRKIFPGLILSDIKPAKR.... The pKd is 7.0.